This data is from Peptide-MHC class I binding affinity with 185,985 pairs from IEDB/IMGT. The task is: Regression. Given a peptide amino acid sequence and an MHC pseudo amino acid sequence, predict their binding affinity value. This is MHC class I binding data. (1) The MHC is HLA-A03:01 with pseudo-sequence HLA-A03:01. The peptide sequence is HSNLNDATY. The binding affinity (normalized) is 0.0847. (2) The peptide sequence is ATADLELAY. The MHC is HLA-A11:01 with pseudo-sequence HLA-A11:01. The binding affinity (normalized) is 0.780.